From a dataset of Catalyst prediction with 721,799 reactions and 888 catalyst types from USPTO. Predict which catalyst facilitates the given reaction. (1) Reactant: Cl.[NH2:2][OH:3].S([O-])([O-])(=O)=O.[Na+].[Na+].Cl.[C:12]([N:15]1[C:23]2[C:18](=[CH:19][CH:20]=[CH:21][C:22]=2[NH2:24])[CH2:17][CH2:16]1)(=[O:14])[CH3:13].Cl[C:26](Cl)(Cl)[CH:27]([OH:29])O. Product: [C:12]([N:15]1[C:23]2[C:18](=[CH:19][CH:20]=[CH:21][C:22]=2[NH:24][C:27](=[O:29])[CH:26]=[N:2][OH:3])[CH2:17][CH2:16]1)(=[O:14])[CH3:13]. The catalyst class is: 6. (2) Reactant: Cl.Cl.[NH2:3][C:4]1[CH:9]=[CH:8][C:7]([C:10]2[CH:15]=[CH:14][C:13]([NH:16][C:17]([C@@H:19]3[CH:24]4[CH2:25][CH2:26][N:21]([CH2:22][CH2:23]4)[CH2:20]3)=[O:18])=[CH:12][CH:11]=2)=[CH:6][CH:5]=1.[C:27]1([CH2:33][S:34]([Cl:37])(=[O:36])=[O:35])[CH:32]=[CH:31][CH:30]=[CH:29][CH:28]=1. Product: [ClH:37].[CH2:33]([S:34]([NH:3][C:4]1[CH:9]=[CH:8][C:7]([C:10]2[CH:11]=[CH:12][C:13]([NH:16][C:17]([C@@H:19]3[CH:24]4[CH2:23][CH2:22][N:21]([CH2:26][CH2:25]4)[CH2:20]3)=[O:18])=[CH:14][CH:15]=2)=[CH:6][CH:5]=1)(=[O:36])=[O:35])[C:27]1[CH:32]=[CH:31][CH:30]=[CH:29][CH:28]=1. The catalyst class is: 17.